From a dataset of Full USPTO retrosynthesis dataset with 1.9M reactions from patents (1976-2016). Predict the reactants needed to synthesize the given product. (1) The reactants are: [CH3:1][C:2]1[CH:10]=[CH:9][C:8]([CH3:11])=[C:7]2[C:3]=1[CH2:4][CH2:5][C:6]2=O.[H-].[H-].[H-].[H-].[Li+].[Al+3].Cl.CC1C=CC(C)=C2C=1CCC2O.C1(C)C=CC(S(O)(=O)=O)=CC=1.C([O-])(O)=O.[Na+].[O-]S([O-])(=O)=O.[Na+].[Na+]. Given the product [CH3:1][C:2]1[CH:10]=[CH:9][C:8]([CH3:11])=[C:7]2[C:3]=1[CH:4]=[CH:5][CH2:6]2, predict the reactants needed to synthesize it. (2) Given the product [CH3:1][N:2]1[CH2:3][CH2:4][N:5]([C:8]2[CH:9]([CH:34]([OH:37])[CH2:35][CH3:36])[C:10]([N:19]3[CH2:20][CH2:21][N:22]([CH3:25])[CH2:23][CH2:24]3)=[N:11][C:12]3[CH:18]=[CH:17][CH:16]=[CH:15][C:13]=3[N:14]=2)[CH2:6][CH2:7]1, predict the reactants needed to synthesize it. The reactants are: [CH3:1][N:2]1[CH2:7][CH2:6][N:5]([C:8]2[CH2:9][C:10]([N:19]3[CH2:24][CH2:23][N:22]([CH3:25])[CH2:21][CH2:20]3)=[N:11][C:12]3[CH:18]=[CH:17][CH:16]=[CH:15][C:13]=3[N:14]=2)[CH2:4][CH2:3]1.C([N-]C(C)C)(C)C.[Li+].[CH:34](=[O:37])[CH2:35][CH3:36].O.